Dataset: Reaction yield outcomes from USPTO patents with 853,638 reactions. Task: Predict the reaction yield, written as a fraction of the theoretical maximum amount of product (1.0 means a 100% yield; for example, 0.34 means a 34% yield). (1) The reactants are [OH:1][C:2]1[CH:7]=[CH:6][C:5]([CH3:8])=[CH:4][C:3]=1[C:9](=[O:22])[CH2:10][CH2:11][CH2:12][CH2:13][CH2:14][CH2:15][CH2:16][CH2:17][C:18]([O:20][CH3:21])=[O:19].Cl[C:24]1[C:33]2[C:28](=[CH:29][C:30]([O:36][CH3:37])=[C:31]([O:34][CH3:35])[CH:32]=2)[N:27]=[CH:26][CH:25]=1. The catalyst is CN(C)C1C=CN=CC=1.ClC1C=CC=CC=1Cl. The product is [CH3:35][O:34][C:31]1[CH:32]=[C:33]2[C:28](=[CH:29][C:30]=1[O:36][CH3:37])[N:27]=[CH:26][CH:25]=[C:24]2[O:1][C:2]1[CH:7]=[CH:6][C:5]([CH3:8])=[CH:4][C:3]=1[C:9](=[O:22])[CH2:10][CH2:11][CH2:12][CH2:13][CH2:14][CH2:15][CH2:16][CH2:17][C:18]([O:20][CH3:21])=[O:19]. The yield is 0.0100. (2) The reactants are [CH2:1]([O:8][C:9]1[N:14]=[C:13]([NH:15][C:16]#[N:17])[C:12]([F:18])=[CH:11][N:10]=1)[C:2]1[CH:7]=[CH:6][CH:5]=[CH:4][CH:3]=1.Cl.[NH2:20][OH:21]. The catalyst is C(O)CCC. The product is [CH2:1]([O:8][C:9]1[N:14]=[C:13]([NH:15][C:16]([NH:20][OH:21])=[NH:17])[C:12]([F:18])=[CH:11][N:10]=1)[C:2]1[CH:3]=[CH:4][CH:5]=[CH:6][CH:7]=1. The yield is 0.150. (3) The reactants are [O:1]=[C:2]1[NH:7][C:6]([C:8]([NH:10][CH2:11][C:12]2[CH:17]=[CH:16][N:15]=[C:14]([O:18][CH2:19][CH2:20][CH2:21][C:22]3[N:26]=[CH:25][NH:24][N:23]=3)[CH:13]=2)=[O:9])=[N:5][C:4]2[S:27][CH:28]=[C:29]([CH2:30][O:31][CH2:32][C:33]3[CH:43]=[CH:42][C:36]([C:37]([O:39]CC)=[O:38])=[CH:35][CH:34]=3)[C:3]1=2.[OH-].[Na+].C1COCC1.CO. The catalyst is O. The product is [O:1]=[C:2]1[NH:7][C:6]([C:8]([NH:10][CH2:11][C:12]2[CH:17]=[CH:16][N:15]=[C:14]([O:18][CH2:19][CH2:20][CH2:21][C:22]3[N:26]=[CH:25][NH:24][N:23]=3)[CH:13]=2)=[O:9])=[N:5][C:4]2[S:27][CH:28]=[C:29]([CH2:30][O:31][CH2:32][C:33]3[CH:43]=[CH:42][C:36]([C:37]([OH:39])=[O:38])=[CH:35][CH:34]=3)[C:3]1=2. The yield is 0.750. (4) The reactants are [OH:1][C:2]1[CH:3]=[C:4]([CH2:8][CH2:9][CH2:10][NH:11][C:12]2[N:17]=[C:16]([CH3:18])[C:15]([C:19]([NH:21][C@@H:22]([CH2:26][NH:27][C:28]([C:30]3[S:31][CH:32]=[CH:33][CH:34]=3)=[O:29])[C:23]([OH:25])=[O:24])=[O:20])=[C:14]([CH3:35])[N:13]=2)[CH:5]=[CH:6][CH:7]=1.Br[CH2:37][CH2:38][O:39][CH2:40][CH2:41][O:42][CH2:43][CH3:44].[I-].[Na+].C(N(CC)CC)C. The catalyst is CN(C=O)C.CCOC(C)=O. The product is [CH2:38]([O:39][CH2:40][CH2:41][O:42][CH2:43][CH2:44][O:24][C:23](=[O:25])[C@@H:22]([NH:21][C:19]([C:15]1[C:16]([CH3:18])=[N:17][C:12]([NH:11][CH2:10][CH2:9][CH2:8][C:4]2[CH:5]=[CH:6][CH:7]=[C:2]([OH:1])[CH:3]=2)=[N:13][C:14]=1[CH3:35])=[O:20])[CH2:26][NH:27][C:28]([C:30]1[S:31][CH:32]=[CH:33][CH:34]=1)=[O:29])[CH3:37]. The yield is 0.550.